This data is from Full USPTO retrosynthesis dataset with 1.9M reactions from patents (1976-2016). The task is: Predict the reactants needed to synthesize the given product. (1) Given the product [CH3:1][O:2][C:3]1[CH:8]=[C:7]([NH:9][CH2:22][CH2:21][C:18]2[CH:19]=[N:20][C:15]([C:14]([F:25])([F:13])[F:24])=[CH:16][CH:17]=2)[CH:6]=[CH:5][C:4]=1[CH3:12], predict the reactants needed to synthesize it. The reactants are: [CH3:1][O:2][C:3]1[CH:8]=[C:7]([N+:9]([O-])=O)[CH:6]=[CH:5][C:4]=1[CH3:12].[F:13][C:14]([F:25])([F:24])[C:15]1[N:20]=[CH:19][C:18]([CH2:21][C:22]#N)=[CH:17][CH:16]=1. (2) Given the product [N+:1]([C:4]1[CH:11]=[CH:10][C:7]([CH2:8][CH:13]([C:14]([O:16][CH2:17][CH3:18])=[O:15])[C:12]([O:20][CH2:21][CH3:22])=[O:19])=[CH:6][CH:5]=1)([O-:3])=[O:2], predict the reactants needed to synthesize it. The reactants are: [N+:1]([C:4]1[CH:11]=[CH:10][C:7]([CH2:8]Br)=[CH:6][CH:5]=1)([O-:3])=[O:2].[C:12]([O:20][CH2:21][CH3:22])(=[O:19])[CH2:13][C:14]([O:16][CH2:17][CH3:18])=[O:15].C([O-])([O-])=O.[K+].[K+].